This data is from Full USPTO retrosynthesis dataset with 1.9M reactions from patents (1976-2016). The task is: Predict the reactants needed to synthesize the given product. (1) Given the product [CH3:22][C:19]1[CH:18]=[C:17]([OH:23])[C:16]([CH3:15])=[CH:21][C:20]=1[CH:9]([C:20]1[CH:21]=[C:16]([CH3:15])[C:17]([OH:23])=[CH:18][C:19]=1[CH3:22])[C:8]1[CH:11]=[CH:12][CH:13]=[C:6]([O:5][CH2:4][CH2:3][N:2]([CH3:14])[CH3:1])[CH:7]=1, predict the reactants needed to synthesize it. The reactants are: [CH3:1][N:2]([CH3:14])[CH2:3][CH2:4][O:5][C:6]1[CH:7]=[C:8]([CH:11]=[CH:12][CH:13]=1)[CH:9]=O.[CH3:15][C:16]1[CH:21]=[CH:20][C:19]([CH3:22])=[CH:18][C:17]=1[OH:23].Cl. (2) Given the product [CH:1]([C:3]1[CH:4]=[C:5]([CH:15]=[CH:16][CH:17]=1)[O:6][C:7]1([C:8]([O:10][CH3:11])=[O:9])[CH2:13][CH2:12]1)=[O:2], predict the reactants needed to synthesize it. The reactants are: [CH:1]([C:3]1[CH:4]=[C:5]([CH:15]=[CH:16][CH:17]=1)[O:6][CH:7]([CH2:12][CH2:13]O)[C:8]([O:10][CH3:11])=[O:9])=[O:2].CCN(CC)CC.C1(C)C=CC(S(Cl)(=O)=O)=CC=1.C([O-])([O-])=O.[Cs+].[Cs+]. (3) Given the product [OH:8][C@H:6]1[CH2:5][C@@H:4]([CH2:9][CH2:10][C@H:11]([CH3:14])[CH:12]=[CH2:13])[O:3][C@:2]([C@@H:15]2[CH2:19][S:18][C:17](=[O:20])[N:16]2[CH2:21][C:22]2[CH:23]=[CH:24][C:25]([O:28][CH3:29])=[CH:26][CH:27]=2)([O:1][CH3:31])[CH2:7]1, predict the reactants needed to synthesize it. The reactants are: [OH:1][C@:2]1([C@@H:15]2[CH2:19][S:18][C:17](=[O:20])[N:16]2[CH2:21][C:22]2[CH:27]=[CH:26][C:25]([O:28][CH3:29])=[CH:24][CH:23]=2)[CH2:7][C@@H:6]([OH:8])[CH2:5][C@@H:4]([CH2:9][CH2:10][C@H:11]([CH3:14])[CH:12]=[CH2:13])[O:3]1.O[C@:31]1([C@@H]2CSC(=O)N2CC2C=CC(OC)=CC=2)C[C@@H](O)C[C@@H](CCCC=C)O1. (4) Given the product [Br:11][C:9]1[CH:10]=[C:5]([C:3]2[N:13]=[C:14]3[CH:19]=[CH:18][CH:17]=[CH:16][N:15]3[CH:2]=2)[C:6]([OH:12])=[N:7][CH:8]=1, predict the reactants needed to synthesize it. The reactants are: Br[CH2:2][C:3]([C:5]1[C:6]([OH:12])=[N:7][CH:8]=[C:9]([Br:11])[CH:10]=1)=O.[NH2:13][C:14]1[CH:19]=[CH:18][CH:17]=[CH:16][N:15]=1. (5) Given the product [CH3:9][C@@H:8]1[CH2:7][CH2:6][CH2:5][N:4]([C:10]([C:12]2[CH:17]=[C:16]([CH3:18])[CH:15]=[CH:14][C:13]=2[C:19]2[N:20]=[CH:21][CH:22]=[CH:23][N:24]=2)=[O:11])[C@@H:3]1[CH2:2][NH:1][C:26]1[CH:31]=[CH:30][C:29]([CH3:32])=[CH:28][N:27]=1, predict the reactants needed to synthesize it. The reactants are: [NH2:1][CH2:2][C@@H:3]1[C@H:8]([CH3:9])[CH2:7][CH2:6][CH2:5][N:4]1[C:10]([C:12]1[CH:17]=[C:16]([CH3:18])[CH:15]=[CH:14][C:13]=1[C:19]1[N:24]=[CH:23][CH:22]=[CH:21][N:20]=1)=[O:11].Br[C:26]1[CH:31]=[CH:30][C:29]([CH3:32])=[CH:28][N:27]=1.